From a dataset of Peptide-MHC class I binding affinity with 185,985 pairs from IEDB/IMGT. Regression. Given a peptide amino acid sequence and an MHC pseudo amino acid sequence, predict their binding affinity value. This is MHC class I binding data. (1) The peptide sequence is FGRNLLTAM. The MHC is Mamu-A01 with pseudo-sequence Mamu-A01. The binding affinity (normalized) is 0. (2) The MHC is HLA-A24:03 with pseudo-sequence HLA-A24:03. The binding affinity (normalized) is 0.0847. The peptide sequence is HSDAVEDFL. (3) The peptide sequence is IPMSTYGWNL. The MHC is HLA-B53:01 with pseudo-sequence HLA-B53:01. The binding affinity (normalized) is 0.575. (4) The peptide sequence is LALREFKEF. The MHC is HLA-B53:01 with pseudo-sequence HLA-B53:01. The binding affinity (normalized) is 0.311. (5) The peptide sequence is ILFLTVATL. The MHC is HLA-A02:03 with pseudo-sequence HLA-A02:03. The binding affinity (normalized) is 0.502. (6) The peptide sequence is KRYTTGGTSR. The MHC is HLA-B27:05 with pseudo-sequence HLA-B27:05. The binding affinity (normalized) is 0.749. (7) The peptide sequence is KLLNRVIGY. The MHC is HLA-A26:01 with pseudo-sequence HLA-A26:01. The binding affinity (normalized) is 0.0847.